Task: Binary Classification. Given a miRNA mature sequence and a target amino acid sequence, predict their likelihood of interaction.. Dataset: Experimentally validated miRNA-target interactions with 360,000+ pairs, plus equal number of negative samples (1) The miRNA is hsa-miR-3671 with sequence AUCAAAUAAGGACUAGUCUGCA. The protein sequence of the target gene is MTGQSLWDVSEANVEDGEIRINVGGFKRRLRSHTLLRFPETRLGRLLLCHSREAILELCDDYDDVQREFYFDRNPELFPYVLHFYHTGKLHVMAELCVFSFSQEIEYWGINEFFIDSCCSYSYHGRKVEPEQEKWDEQSDQESTTSSFDEILAFYNDASKFDGQPLGNFRRQLWLALDNPGYSVLSRVFSILSILVVMGSIITMCLNSLPDFQIPDSQGNPGEDPRFEIVEHFGIAWFTFELVARFAVAPDFLKFFKNALNLIDLMSIVPFYITLVVNLVVESTPTLANLGRVAQVLRLM.... Result: 1 (interaction). (2) Result: 0 (no interaction). The miRNA is mmu-miR-376a-3p with sequence AUCGUAGAGGAAAAUCCACGU. The protein sequence of the target gene is MGNFRGHALPGTFFFIIGLWWCTKSILKYICKKQKRTCYLGSKTLFYRLEILEGITIVGMALTGMAGEQFIPGGPHLMLYDYKQGHWNQLLGWHHFTMYFFFGLLGVADILCFTISSLPVSLTKLMLSNALFVEAFIFYNHTHGREMLDIFVHQLLVLVVFLTGLVAFLEFLVRNNVLLELLRSSLILLQGSWFFQIGFVLYPPSGGPAWDLMDHENILFLTICFCWHYAVTIVIVGMNYAFITWLVKSRLKRLCSSEVGLLKNAEREQESEEEM. (3) The miRNA is hsa-miR-490-5p with sequence CCAUGGAUCUCCAGGUGGGU. The protein sequence of the target gene is MAEASSANLGSGCEEKRHEGSSSESVPPGTTISRVKLLDTMVDTFLQKLVAAGSYQRFTDCYKCFYQLQPAMTQQIYDKFIAQLQTSIREEISDIKEEGNLEAVLNALDKIVEEGKVRKEPAWRPSGIPEKDLHSVMAPYFLQQRDTLRRHVQKQEAENQQLADAVLAGRRQVEELQLQVQAQQQAWQALHREQRELVAVLREPE. Result: 0 (no interaction). (4) The miRNA is hsa-miR-4762-3p with sequence CUUCUGAUCAAGAUUUGUGGUG. The protein sequence of the target gene is MLRACQLSGVTVAAQSCLCGKFVLRPLRPCRRYSTSSSSGLTAGKIAGAGLLFVGGGIGGTILYAKWDSHFRESVEKTIPYSDKLFGMVLGSAPYTVPLPKKPVQSGPLKISSVSEVMKDSKLPVAQSQKTKGDTPASAASTGAAQIISAAGDTLSVPAPAVQHEDTIKTECPNTNEGKSTSETTEEAFSSSVRERPPEEVAARLAQQEKQEQVEMESLAKSLEDALNRTSSVTLQTITAQNAAVQAVKAHSNILKTAMDNSEIAGEKKSAQWRTVEGALKERRKAVDEAADALLKAKEE.... Result: 0 (no interaction). (5) The miRNA is mmu-miR-466i-3p with sequence AUACACACACACAUACACACUA. The protein sequence of the target gene is MRHEAPMQMASAQDARFGQKDSSDQNFDYMFKLLIIGNSSVGKTSFLFRYADDSFTSAFVSTVGIDFKVKTVFKNEKRIKLQIWDTAGQERYRTITTAYYRGAMGFILMYDITNEESFNAVQDWSTQIKTYSWDNAQVILAGNKCDMEDERVVSTERGQRLGEQLGFEFFETSAKDNINVKQTFERLVDIICDKMSESLETDPAITAAKQSTRLKETPPPPQPNCGC. Result: 1 (interaction). (6) The miRNA is hsa-miR-548bb-3p with sequence CAAAAACCAUAGUUACUUUUGC. The protein sequence of the target gene is MAFPVDMLENCSHEELENSAEDYMSDLRCGDPENPECFSLLNITIPISLSNVGFVPLYGGDQTQKILALFAPEDSLTAVALYLADQWWAIDDIVKTSVPSREGLKQVSTLGERVVLYVLNRIIYRKQEMERNEIPFLCHSSTDYAKILWKKGEAIGFYSVKPTGSICASFLTQSYQLPVLDTMFLRKKYRGKDFGLHMLEDFVDSFTEDALGLRYPLSSLMYTACKQYFEKYPGDHELLWEVEGVGHWYQRIPVTRALQREALKILALSQNEPKRPMSGEYGPASVPEYEARTEDNQSSE.... Result: 1 (interaction). (7) The miRNA is hsa-miR-4699-3p with sequence AAUUUACUCUGCAAUCUUCUCC. The protein sequence of the target gene is MDEDVLTTLKILIIGESGVGKSSLLLRFTDDTFDPELAATIGVDFKVKTISVDGNKAKLAIWDTAGQERFRTLTPSYYRGAQGVILVYDVTRRDTFVKLDNWLNELETYCTRNDIVNMLVGNKIDKENREVDRNEGLKFARKHSMLFIEASAKTCDGVQCAFEELVEKIIQTPGLWESENQNKGVKLSHREEGQGGGACGGYCSVL. Result: 1 (interaction). (8) Result: 0 (no interaction). The miRNA is hsa-miR-454-3p with sequence UAGUGCAAUAUUGCUUAUAGGGU. The protein sequence of the target gene is MEVLPKALEVDERSPESKDLLPSQTASSLCISSRSESVWTTTPKSNWEIYHKPIIIMSVGAAILLFGVAITCVAYILEEKHKVVQVLRMIGPAFLSLGLMMLVCGLVWVPIIKKKQKQRQKSNFFQSLKFFLLNR. (9) The protein sequence of the target gene is MEFKYLVFIVLCQYLDNTFFSETEAITTEQQSLSTLITPSLYVTTDSQNTAGNALSQTTRFKNISSGQQASPAQITPEQATPAVYVSSSPLTYNITRQAESAVNNSLPQTSPSGFTLTNQPSPSTYNSTGQPPKHLVYTSTQQPPSPAPTSSGKPEVESTHNQPTKSTPTIYLQRDTPPPPPPPLTSEPPSGKGTAHKNNHNAIAAILIGTIIISMLVAILMIILWKYLRKPVLNDQNWAGRSPFADGETPEMCMDNIRESEASTKRASVVSLMTWKPSKSTLLADDLEVKLFESSEHIN.... The miRNA is mmu-miR-17-5p with sequence CAAAGUGCUUACAGUGCAGGUAG. Result: 0 (no interaction). (10) The miRNA is hsa-miR-34c-5p with sequence AGGCAGUGUAGUUAGCUGAUUGC. The protein sequence of the target gene is MNDEDYSTIYDTIQNERTYEVPDQPEENESPHYDDVHEYLRPENDLYATQLNTHEYDFVSVYTIKGEETSLASVQSEDRGYLLPDEIYSELQEAHPGEPQEDRGISMEGLYSSTQDQQLCAAELQENGSVMKEDLPSPSSFTIQHSKAFSTTKYSCYSDAEGLEEKEGAHMNPEIYLFVKAGIDGESIGNCPFSQRLFMILWLKGVVFNVTTVDLKRKPADLHNLAPGTHPPFLTFNGDVKTDVNKIEEFLEETLTPEKYPKLAAKHRESNTAGIDIFSKFSAYIKNTKQQNNAALERGL.... Result: 1 (interaction).